This data is from Catalyst prediction with 721,799 reactions and 888 catalyst types from USPTO. The task is: Predict which catalyst facilitates the given reaction. (1) Reactant: Br[C:2]1[CH:8]=[CH:7][C:5]([NH2:6])=[C:4]([CH2:9][CH3:10])[CH:3]=1.[CH3:11][N:12]1[CH:16]=[C:15](B(O)O)[CH:14]=[N:13]1.C(=O)([O-])[O-].[Cs+].[Cs+]. Product: [CH2:9]([C:4]1[CH:3]=[C:2]([C:15]2[CH:14]=[N:13][N:12]([CH3:11])[CH:16]=2)[CH:8]=[CH:7][C:5]=1[NH2:6])[CH3:10]. The catalyst class is: 75. (2) Reactant: [C:1]([CH2:4][N:5]1[C:9]([C:10]2[CH:15]=[C:14]([CH3:16])[CH:13]=[CH:12][C:11]=2O)=[C:8]([C:18]([OH:20])=[O:19])[CH:7]=[N:6]1)([OH:3])=O.CCN=C=N[CH2:26][CH2:27][CH2:28][N:29]([CH3:31])C.[CH2:32]([N:34](CC)CC)C.CN(C(ON1N=N[C:49]2[CH:50]=[CH:51]C=N[C:48]1=2)=[N+](C)C)C.F[P-](F)(F)(F)(F)F. Product: [CH:27]1([CH2:28][NH:29][CH2:31][CH2:32][NH:34][C:1](=[O:3])[CH2:4][N:5]2[C:9]3[C:10]4[CH:15]=[C:14]([CH3:16])[CH:13]=[CH:12][C:11]=4[O:20][C:18](=[O:19])[C:8]=3[CH:7]=[N:6]2)[CH2:26][CH2:51][CH2:50][CH2:49][CH2:48]1. The catalyst class is: 18. (3) Reactant: C[O:2][C:3](=[O:24])[C@@H:4]([N:9]1[CH2:13][C:12]([O:14][C:15]2[C:20]([F:21])=[CH:19][CH:18]=[CH:17][C:16]=2[F:22])=[CH:11][C:10]1=[O:23])[CH2:5][CH:6]([CH3:8])[CH3:7].[OH-].[Li+].C(OCC)C. Product: [F:22][C:16]1[CH:17]=[CH:18][CH:19]=[C:20]([F:21])[C:15]=1[O:14][C:12]1[CH2:13][N:9]([C@@H:4]([CH2:5][CH:6]([CH3:8])[CH3:7])[C:3]([OH:24])=[O:2])[C:10](=[O:23])[CH:11]=1. The catalyst class is: 30. (4) Reactant: [OH-:1].[Na+].ClC(Cl)(Cl)[C:5]1[CH:10]=[CH:9][N:8]2[C:11]3[CH:17]=[CH:16][CH:15]=[CH:14][C:12]=3[N:13]=[C:7]2[N:6]=1. Product: [OH:1][C:5]1[CH:10]=[CH:9][N:8]2[C:11]3[CH:17]=[CH:16][CH:15]=[CH:14][C:12]=3[N:13]=[C:7]2[N:6]=1. The catalyst class is: 10. (5) Reactant: [Cl:1][C:2]1[CH:10]=[C:9]([C:11]([NH:13][CH:14]([C:16]2[NH:20][C:19]3[CH:21]=[CH:22][C:23]([Cl:25])=[CH:24][C:18]=3[N:17]=2)[CH3:15])=[O:12])[CH:8]=[CH:7][C:3]=1[C:4]([OH:6])=O.[OH:26][CH:27]1[CH2:32][CH2:31][NH:30][CH2:29][CH2:28]1.C(N(C(C)C)CC)(C)C.ClCl. Product: [Cl:1][C:2]1[CH:10]=[C:9]([CH:8]=[CH:7][C:3]=1[C:4]([N:30]1[CH2:31][CH2:32][CH:27]([OH:26])[CH2:28][CH2:29]1)=[O:6])[C:11]([NH:13][CH:14]([C:16]1[NH:20][C:19]2[CH:21]=[CH:22][C:23]([Cl:25])=[CH:24][C:18]=2[N:17]=1)[CH3:15])=[O:12]. The catalyst class is: 16. (6) Reactant: Br[CH2:2][CH2:3][O:4][C:5]1[CH:10]=[CH:9][C:8]([N+:11]([O-:13])=[O:12])=[CH:7][C:6]=1[O:14][CH3:15].[NH:16]1[CH2:21][CH2:20][O:19][CH2:18][CH2:17]1. Product: [CH3:15][O:14][C:6]1[CH:7]=[C:8]([N+:11]([O-:13])=[O:12])[CH:9]=[CH:10][C:5]=1[O:4][CH2:3][CH2:2][N:16]1[CH2:21][CH2:20][O:19][CH2:18][CH2:17]1. The catalyst class is: 98.